This data is from Forward reaction prediction with 1.9M reactions from USPTO patents (1976-2016). The task is: Predict the product of the given reaction. (1) Given the reactants [Br:1][C:2]1[CH:25]=[CH:24][C:23]([O:26][CH3:27])=[CH:22][C:3]=1[CH2:4][CH:5]1[CH2:10][CH2:9][N:8]([C:11](=O)[CH2:12][CH2:13][C@H:14]2[CH2:19][CH2:18][C@H:17]([NH2:20])[CH2:16][CH2:15]2)[CH2:7][CH2:6]1.B.CO, predict the reaction product. The product is: [Br:1][C:2]1[CH:25]=[CH:24][C:23]([O:26][CH3:27])=[CH:22][C:3]=1[CH2:4][CH:5]1[CH2:10][CH2:9][N:8]([CH2:11][CH2:12][CH2:13][C@H:14]2[CH2:15][CH2:16][C@H:17]([NH2:20])[CH2:18][CH2:19]2)[CH2:7][CH2:6]1. (2) Given the reactants [N:1]1([CH2:6][CH2:7][CH2:8][CH2:9][C:10]2[CH:15]=[CH:14][C:13]([OH:16])=[CH:12][CH:11]=2)[CH:5]=[CH:4][N:3]=[N:2]1.[H-].[Na+].Cl[CH2:20][C:21]1[N:22]=[C:23](/[CH:26]=[CH:27]/[C:28]2[C:33]([F:34])=[CH:32][CH:31]=[CH:30][C:29]=2[F:35])[O:24][CH:25]=1.O, predict the reaction product. The product is: [F:34][C:33]1[CH:32]=[CH:31][CH:30]=[C:29]([F:35])[C:28]=1/[CH:27]=[CH:26]/[C:23]1[O:24][CH:25]=[C:21]([CH2:20][O:16][C:13]2[CH:12]=[CH:11][C:10]([CH2:9][CH2:8][CH2:7][CH2:6][N:1]3[CH:5]=[CH:4][N:3]=[N:2]3)=[CH:15][CH:14]=2)[N:22]=1. (3) Given the reactants [NH:1]1[CH2:6][CH2:5][CH2:4][CH:3]([CH2:7][NH:8][C:9](=[O:15])[O:10][C:11]([CH3:14])([CH3:13])[CH3:12])[CH2:2]1.C(C(C(O)=O)(O)C(C(=O)C1C=CC(OC)=CC=1)(O)C(O)=O)(=O)C1C=CC(OC)=CC=1, predict the reaction product. The product is: [NH:1]1[CH2:6][CH2:5][CH2:4][C@@H:3]([CH2:7][NH:8][C:9](=[O:15])[O:10][C:11]([CH3:13])([CH3:12])[CH3:14])[CH2:2]1. (4) Given the reactants [CH3:1][O:2][C:3](=[O:34])[C:4]([CH3:33])([CH3:32])[CH:5]([CH:29]1[CH2:31][CH2:30]1)[NH:6][C:7]([C:9]1[C:17]2[C:12](=[N:13][CH:14]=[C:15]([CH:18]3[CH2:20][CH2:19]3)[N:16]=2)[N:11](COCC[Si](C)(C)C)[CH:10]=1)=[O:8].C(O)(C(F)(F)F)=O, predict the reaction product. The product is: [CH3:1][O:2][C:3](=[O:34])[C:4]([CH3:32])([CH3:33])[CH:5]([CH:29]1[CH2:31][CH2:30]1)[NH:6][C:7]([C:9]1[C:17]2[C:12](=[N:13][CH:14]=[C:15]([CH:18]3[CH2:19][CH2:20]3)[N:16]=2)[NH:11][CH:10]=1)=[O:8]. (5) Given the reactants [Cl:1][C:2]1[CH:11]=[C:10]([C:12](=[O:14])[CH3:13])[C:9]([N:15]2[CH2:20][CH2:19][NH:18][CH2:17][CH2:16]2)=[C:8]2[C:3]=1[CH:4]=[CH:5][CH:6]=[N:7]2.Cl.[C:22](Cl)(=[O:29])[C:23]1[CH:28]=[CH:27][N:26]=[CH:25][CH:24]=1.C(N(CC)CC)C, predict the reaction product. The product is: [Cl:1][C:2]1[CH:11]=[C:10]([C:12](=[O:14])[CH3:13])[C:9]([N:15]2[CH2:16][CH2:17][N:18]([C:22](=[O:29])[C:23]3[CH:28]=[CH:27][N:26]=[CH:25][CH:24]=3)[CH2:19][CH2:20]2)=[C:8]2[C:3]=1[CH:4]=[CH:5][CH:6]=[N:7]2. (6) Given the reactants [H-].[Na+].[NH:3]1[CH:7]=[CH:6][CH:5]=[N:4]1.[C:8]([O:12][C:13]([N:15]1[CH2:19][CH2:18][CH2:17][C@@H:16]1[CH2:20]OS(C)(=O)=O)=[O:14])([CH3:11])([CH3:10])[CH3:9].O, predict the reaction product. The product is: [C:8]([O:12][C:13]([N:15]1[CH2:19][CH2:18][CH2:17][C@@H:16]1[CH2:20][N:3]1[CH:7]=[CH:6][CH:5]=[N:4]1)=[O:14])([CH3:11])([CH3:9])[CH3:10].